This data is from Full USPTO retrosynthesis dataset with 1.9M reactions from patents (1976-2016). The task is: Predict the reactants needed to synthesize the given product. (1) Given the product [F:1][C:2]1[C:7]([F:8])=[CH:6][CH:5]=[CH:4][C:3]=1[C:9]1([OH:14])[CH2:13][CH2:12][N:11]([CH2:22][CH:23]([CH3:25])[CH3:24])[CH2:10]1, predict the reactants needed to synthesize it. The reactants are: [F:1][C:2]1[C:7]([F:8])=[CH:6][CH:5]=[CH:4][C:3]=1[C:9]1([OH:14])[CH2:13][CH2:12][NH:11][CH2:10]1.C(=O)([O-])[O-].[K+].[K+].Br[CH2:22][CH:23]([CH3:25])[CH3:24]. (2) Given the product [CH:29]1([C:16]2[N:12]3[CH:13]=[CH:14][N:15]=[C:10]([NH2:1])[C:11]3=[C:18]([C:19]3[CH:28]=[C:27]4[C:22]([CH:23]=[CH:24][CH:25]=[N:26]4)=[CH:21][CH:20]=3)[N:17]=2)[CH2:32][CH2:31][CH2:30]1, predict the reactants needed to synthesize it. The reactants are: [NH3:1].C(=O)=O.CC(C)=O.Cl[C:10]1[C:11]2[N:12]([C:16]([CH:29]3[CH2:32][CH2:31][CH2:30]3)=[N:17][C:18]=2[C:19]2[CH:28]=[C:27]3[C:22]([CH:23]=[CH:24][CH:25]=[N:26]3)=[CH:21][CH:20]=2)[CH:13]=[CH:14][N:15]=1. (3) Given the product [CH3:14][O:13][P:10]([CH:3]([P:4](=[O:9])([O:7][CH3:8])[O:5][CH3:6])[CH2:23][C:22]1[CH:25]=[CH:26][C:19]([N+:16]([O-:18])=[O:17])=[CH:20][CH:21]=1)([O:11][CH3:12])=[O:15], predict the reactants needed to synthesize it. The reactants are: [H-].[Na+].[CH2:3]([P:10](=[O:15])([O:13][CH3:14])[O:11][CH3:12])[P:4](=[O:9])([O:7][CH3:8])[O:5][CH3:6].[N+:16]([C:19]1[CH:26]=[CH:25][C:22]([CH2:23]Br)=[CH:21][CH:20]=1)([O-:18])=[O:17]. (4) Given the product [F:17][C:8]1[CH:9]=[C:10]([C:13]([OH:16])([CH3:15])[CH3:14])[CH:11]=[CH:12][C:7]=1[C:5]1[S:6][C:2]([NH:1][C:22]2[CH:23]=[CH:24][C:25]([C:29]([OH:32])([CH3:30])[CH3:31])=[C:26]([CH3:28])[N:27]=2)=[C:3]([C:18]([NH2:20])=[O:19])[N:4]=1, predict the reactants needed to synthesize it. The reactants are: [NH2:1][C:2]1[S:6][C:5]([C:7]2[CH:12]=[CH:11][C:10]([C:13]([OH:16])([CH3:15])[CH3:14])=[CH:9][C:8]=2[F:17])=[N:4][C:3]=1[C:18]([NH2:20])=[O:19].Cl[C:22]1[N:27]=[C:26]([CH3:28])[C:25]([C:29]([OH:32])([CH3:31])[CH3:30])=[CH:24][CH:23]=1.CC(C1C=C(C(C)C)C(C2C=CC=CC=2P(C2CCCCC2)C2CCCCC2)=C(C(C)C)C=1)C.C(=O)([O-])[O-].[K+].[K+].C(O)(CC)(C)C. (5) The reactants are: I[C:2]1[CH:7]=[CH:6][C:5]([C@@H:8]([CH3:17])[CH2:9][NH:10][S:11]([CH:14]([CH3:16])[CH3:15])(=[O:13])=[O:12])=[CH:4][CH:3]=1.C(Cl)Cl.[CH3:21][C:22]([O-])=O.[K+].[C:26]([O-:29])([O-])=O.[Na+].[Na+]. Given the product [CH3:17][C@H:8]([C:5]1[CH:6]=[CH:7][C:2]([C:22]2[CH:21]=[C:9]3[C:8]([CH2:17][C:26](=[O:29])[NH:10]3)=[CH:5][CH:4]=2)=[CH:3][CH:4]=1)[CH2:9][NH:10][S:11]([CH:14]([CH3:16])[CH3:15])(=[O:13])=[O:12], predict the reactants needed to synthesize it. (6) Given the product [CH3:1][C:2]1[N:3]([C:17]2[C:22]([CH3:23])=[CH:21][C:20]([CH3:24])=[CH:19][C:18]=2[CH3:25])[C:4]2[C:9]([N:10]=1)=[C:8]([NH:11][CH2:12][CH2:13][Cl:14])[CH:7]=[C:6]([CH3:16])[N:5]=2, predict the reactants needed to synthesize it. The reactants are: [CH3:1][C:2]1[N:3]([C:17]2[C:22]([CH3:23])=[CH:21][C:20]([CH3:24])=[CH:19][C:18]=2[CH3:25])[C:4]2[C:9]([N:10]=1)=[C:8]([NH:11][C:12](=O)[CH2:13][Cl:14])[CH:7]=[C:6]([CH3:16])[N:5]=2. (7) Given the product [CH:1]12[CH2:7][CH:4]([CH2:5][CH2:6]1)[CH2:3][C@@H:2]2[N:8]1[C:9]2=[C:10]3[S:18][CH:17]=[CH:16][C:11]3=[N:12][CH:13]=[C:14]2[N:15]=[C:21]1[CH2:20][Cl:19], predict the reactants needed to synthesize it. The reactants are: [CH:1]12[CH2:7][CH:4]([CH2:5][CH2:6]1)[CH2:3][C@@H:2]2[NH:8][C:9]1[C:14]([NH2:15])=[CH:13][N:12]=[C:11]2[CH:16]=[CH:17][S:18][C:10]=12.[Cl:19][CH2:20][C:21](OCC)(OCC)OCC. (8) Given the product [C:6]([C:5]1[CH:8]=[CH:9][C:2]([NH:1][C:16]([C:12]2[C:11]([C:19]([OH:20])=[O:18])=[N:10][CH:15]=[CH:14][N:13]=2)=[O:17])=[CH:3][CH:4]=1)#[N:7], predict the reactants needed to synthesize it. The reactants are: [NH2:1][C:2]1[CH:9]=[CH:8][C:5]([C:6]#[N:7])=[CH:4][CH:3]=1.[N:10]1[CH:15]=[CH:14][N:13]=[C:12]2[C:16]([O:18][C:19](=[O:20])[C:11]=12)=[O:17]. (9) Given the product [Br:30][CH2:31][C:32]1[CH:37]=[CH:36][C:35]([B:38]2[O:39][C:40]([CH3:45])([CH3:46])[C:41]([CH3:44])([CH3:43])[O:42]2)=[CH:34][C:33]=1[F:47].[F:47][C:33]1[CH:34]=[C:35]([B:38]2[O:42][C:41]([CH3:44])([CH3:43])[C:40]([CH3:46])([CH3:45])[O:39]2)[CH:36]=[CH:37][C:32]=1[CH2:31][N:22]1[C:23](=[O:25])[CH2:24][S:19][C:20]2[CH:29]=[CH:28][CH:27]=[CH:26][C:21]1=2, predict the reactants needed to synthesize it. The reactants are: BrC1C=CC(C)=C(F)C=1.N[C@H](C(O)=O)CC(C)C.[S:19]1[CH2:24][C:23](=[O:25])[NH:22][C:21]2[CH:26]=[CH:27][CH:28]=[CH:29][C:20]1=2.[Br:30][CH2:31][C:32]1[CH:37]=[CH:36][C:35]([B:38]2[O:42][C:41]([CH3:44])([CH3:43])[C:40]([CH3:46])([CH3:45])[O:39]2)=[CH:34][C:33]=1[F:47].C(=O)([O-])[O-].[K+].[K+]. (10) Given the product [CH2:51]([O:58][CH2:59][C@H:60]([C@H:61]1[O:65][C:64](=[O:66])[C@H:63]([CH2:67][CH3:68])[CH2:62]1)[OH:34])[C:52]1[CH:57]=[CH:56][CH:55]=[CH:54][CH:53]=1, predict the reactants needed to synthesize it. The reactants are: B([O-])([O-])[O-].B([O-])([O-])[O-].B([O-])([O-])[O-].B([O-])([O-])[O-].[Na+].[Na+].[Na+].[Na+].[Na+].[Na+].[Na+].[Na+].[Na+].[Na+].[Na+].[Na+].C(N(CC(O)=O)CC(O)=O)CN(CC([O-])=O)CC([O-])=[O:34].[Na+].[Na+].[CH2:51]([O:58][CH2:59]/[CH:60]=[CH:61]/[CH2:62][C@@H:63]([CH2:67][CH3:68])[C:64]([OH:66])=[O:65])[C:52]1[CH:57]=[CH:56][CH:55]=[CH:54][CH:53]=1.COCOC.OOS([O-])=O.[K+].C(=O)([O-])[O-].[K+].[K+].